Dataset: Full USPTO retrosynthesis dataset with 1.9M reactions from patents (1976-2016). Task: Predict the reactants needed to synthesize the given product. (1) The reactants are: [NH2:1][C:2]1[CH:3]=[C:4]([C:12]2[O:13][C:14]3[CH:20]=[CH:19][C:18]([C:21]4[CH:26]=[CH:25][C:24]5[O:27][CH2:28][O:29][C:23]=5[CH:22]=4)=[CH:17][C:15]=3[N:16]=2)[C:5]([NH:8][CH2:9][CH2:10][CH3:11])=[CH:6][CH:7]=1.[CH:30]1[C:35]([C:36]([OH:38])=[O:37])=[CH:34][C:33]2[C:39]([O:41][C:42](=O)[C:32]=2[CH:31]=1)=[O:40]. Given the product [CH2:9]([NH:8][C:5]1[C:4]([C:12]2[O:13][C:14]3[CH:20]=[CH:19][C:18]([C:21]4[CH:26]=[CH:25][C:24]5[O:27][CH2:28][O:29][C:23]=5[CH:22]=4)=[CH:17][C:15]=3[N:16]=2)=[CH:3][C:2]([N:1]2[C:39](=[O:40])[C:33]3[C:32](=[CH:31][CH:30]=[C:35]([C:36]([OH:38])=[O:37])[CH:34]=3)[C:42]2=[O:41])=[CH:7][CH:6]=1)[CH2:10][CH3:11], predict the reactants needed to synthesize it. (2) Given the product [C:2]([O:5][C:6]([N:8]1[CH2:9][CH2:10][CH:11]([CH2:14][C:15](=[O:17])[NH:22][C:21]2[CH:23]=[CH:24][C:25]([Cl:26])=[C:19]([Cl:18])[CH:20]=2)[CH2:12][CH2:13]1)=[O:7])([CH3:1])([CH3:3])[CH3:4], predict the reactants needed to synthesize it. The reactants are: [CH3:1][C:2]([O:5][C:6]([N:8]1[CH2:13][CH2:12][CH:11]([CH2:14][C:15]([OH:17])=O)[CH2:10][CH2:9]1)=[O:7])([CH3:4])[CH3:3].[Cl:18][C:19]1[CH:20]=[C:21]([CH:23]=[CH:24][C:25]=1[Cl:26])[NH2:22].C(N=C=NCCCN(C)C)C.C1C=NC2N(O)N=NC=2C=1. (3) The reactants are: [C:1](OC(=O)C)(=[O:3])[CH3:2].[NH2:8][C@@H:9]([C:21]([OH:23])=[O:22])[CH2:10][C:11](=[O:20])[O:12]CC1C=CC=CC=1.CC#N.O.CCN(CC)CC. Given the product [C:1]([NH:8][C@@H:9]([C:21]([OH:23])=[O:22])[CH2:10][C:11]([OH:12])=[O:20])(=[O:3])[CH3:2], predict the reactants needed to synthesize it. (4) Given the product [I:1][C:2]1[CH:7]=[CH:6][C:5]([CH2:8][CH:9]([NH2:15])[CH2:10][CH3:11])=[CH:4][CH:3]=1, predict the reactants needed to synthesize it. The reactants are: [I:1][C:2]1[CH:7]=[CH:6][C:5]([CH2:8][C:9](=O)[CH2:10][CH3:11])=[CH:4][CH:3]=1.[BH3-]C#[N:15].[Na+]. (5) Given the product [CH2:1]([O:4][C:5]1[CH:6]=[C:7]([CH:8]=[C:9]([O:11][CH3:12])[CH:10]=1)[O:13][C:15]1[CH:22]=[CH:21][C:18]([CH:19]=[O:20])=[CH:17][CH:16]=1)[CH:2]=[CH2:3], predict the reactants needed to synthesize it. The reactants are: [CH2:1]([O:4][C:5]1[CH:6]=[C:7]([OH:13])[CH:8]=[C:9]([O:11][CH3:12])[CH:10]=1)[CH:2]=[CH2:3].F[C:15]1[CH:22]=[CH:21][C:18]([CH:19]=[O:20])=[CH:17][CH:16]=1. (6) Given the product [CH2:1]([O:3][C:4](=[O:32])[C:5]([CH3:31])([CH3:30])[CH2:6][C:7]1[N:8]([CH2:22][C:23]2[CH:28]=[CH:27][C:26]([B:33]3[O:37][C:36]([CH3:39])([CH3:38])[C:35]([CH3:41])([CH3:40])[O:34]3)=[CH:25][CH:24]=2)[C:9]2[C:14]([C:15]=1[S:16][C:17]([CH3:20])([CH3:19])[CH3:18])=[CH:13][C:12]([OH:21])=[CH:11][CH:10]=2)[CH3:2], predict the reactants needed to synthesize it. The reactants are: [CH2:1]([O:3][C:4](=[O:32])[C:5]([CH3:31])([CH3:30])[CH2:6][C:7]1[N:8]([CH2:22][C:23]2[CH:28]=[CH:27][C:26](Cl)=[CH:25][CH:24]=2)[C:9]2[C:14]([C:15]=1[S:16][C:17]([CH3:20])([CH3:19])[CH3:18])=[CH:13][C:12]([OH:21])=[CH:11][CH:10]=2)[CH3:2].[B:33]1([B:33]2[O:37][C:36]([CH3:39])([CH3:38])[C:35]([CH3:41])([CH3:40])[O:34]2)[O:37][C:36]([CH3:39])([CH3:38])[C:35]([CH3:41])([CH3:40])[O:34]1.CC([O-])=O.[K+]. (7) Given the product [CH2:1]([O:8][CH2:9][CH:10]1[O:13][C:14]2[CH:19]=[CH:18][C:17]([CH2:20][CH2:21][OH:22])=[CH:16][C:15]=2[O:12][CH2:11]1)[C:2]1[CH:7]=[CH:6][CH:5]=[CH:4][CH:3]=1, predict the reactants needed to synthesize it. The reactants are: [CH2:1]([O:8][CH2:9][CH:10]([O:13][C:14]1[CH:19]=[CH:18][C:17]([CH2:20][CH2:21][OH:22])=[CH:16][C:15]=1I)[CH2:11][OH:12])[C:2]1[CH:7]=[CH:6][CH:5]=[CH:4][CH:3]=1.C(=O)([O-])[O-].[Cs+].[Cs+].